Dataset: NCI-60 drug combinations with 297,098 pairs across 59 cell lines. Task: Regression. Given two drug SMILES strings and cell line genomic features, predict the synergy score measuring deviation from expected non-interaction effect. Drug 1: C1CN(CCN1C(=O)CCBr)C(=O)CCBr. Drug 2: C1CC(=O)NC(=O)C1N2C(=O)C3=CC=CC=C3C2=O. Cell line: ACHN. Synergy scores: CSS=30.7, Synergy_ZIP=-1.03, Synergy_Bliss=-1.77, Synergy_Loewe=-20.4, Synergy_HSA=-2.58.